From a dataset of Reaction yield outcomes from USPTO patents with 853,638 reactions. Predict the reaction yield, written as a fraction of the theoretical maximum amount of product (1.0 means a 100% yield; for example, 0.34 means a 34% yield). (1) The yield is 0.620. No catalyst specified. The reactants are [ClH:1].C([C:4]1[CH:12]=[CH:11][C:7]([CH2:8][CH2:9]N)=[CH:6][CH:5]=1)#N.[BH4-].[Na+].CC([O:19]C(OC(OC(C)(C)C)=O)=O)(C)C. The product is [Cl:1][C:5]1[CH:6]=[C:7]([CH2:8][CH:9]=[O:19])[CH:11]=[CH:12][CH:4]=1. (2) The reactants are [Br-:1].[Br-].[Br-].C([N+](C)(C)C)C1C=CC=CC=1.C([N+](C)(C)C)C1C=CC=CC=1.C([N+](C)(C)C)C1C=CC=CC=1.[CH3:37][C:38]([C:40]1[CH:45]=[C:44]([Br:46])[C:43]([OH:47])=[C:42]([Br:48])[CH:41]=1)=[O:39].O. The catalyst is C(Cl)Cl.CO. The product is [Br:1][CH2:37][C:38]([C:40]1[CH:41]=[C:42]([Br:48])[C:43]([OH:47])=[C:44]([Br:46])[CH:45]=1)=[O:39]. The yield is 0.990. (3) The reactants are Cl[CH2:2][C:3]1[CH:8]=[CH:7][CH:6]=[C:5]([S:9][CH:10]([CH3:12])[CH3:11])[N:4]=1.C([O:15][C:16](=[O:28])[CH:17]([CH3:27])[CH2:18][C:19]1[CH:24]=[CH:23][C:22]([OH:25])=[C:21]([Cl:26])[CH:20]=1)C. No catalyst specified. The product is [Cl:26][C:21]1[CH:20]=[C:19]([CH2:18][CH:17]([CH3:27])[C:16]([OH:28])=[O:15])[CH:24]=[CH:23][C:22]=1[O:25][CH2:2][C:3]1[CH:8]=[CH:7][CH:6]=[C:5]([S:9][CH:10]([CH3:12])[CH3:11])[N:4]=1. The yield is 0.890. (4) The reactants are [Cl:1][C:2]1[N:3]=[C:4]([CH3:30])[NH:5][C:6]=1[C:7]([NH:9][CH2:10][C:11]1[CH:16]=[CH:15][C:14]([Cl:17])=[C:13]([O:18][C:19]2[CH:24]=[C:23]([CH:25]=[O:26])[CH:22]=[C:21]([C:27]#[N:28])[CH:20]=2)[C:12]=1[F:29])=[O:8].[BH4-].[Na+].C(=O)(O)[O-].[Na+]. The catalyst is CO.CCOC(C)=O. The product is [Cl:1][C:2]1[N:3]=[C:4]([CH3:30])[NH:5][C:6]=1[C:7]([NH:9][CH2:10][C:11]1[CH:16]=[CH:15][C:14]([Cl:17])=[C:13]([O:18][C:19]2[CH:24]=[C:23]([CH2:25][OH:26])[CH:22]=[C:21]([C:27]#[N:28])[CH:20]=2)[C:12]=1[F:29])=[O:8]. The yield is 0.760. (5) The reactants are Br[C:2]1[CH:3]=[C:4]2[C:8](=[CH:9][C:10]=1[F:11])[N:7]([CH:12]1[CH2:17][CH2:16][CH2:15][CH2:14][O:13]1)[N:6]=[CH:5]2.[CH3:18][C:19]1([CH3:35])[C:23]([CH3:25])([CH3:24])[O:22][B:21]([B:21]2[O:22][C:23]([CH3:25])([CH3:24])[C:19]([CH3:35])([CH3:18])[O:20]2)[O:20]1.CC([O-])=O.[K+]. The catalyst is O1CCOCC1.C1C=CC(P(C2C=CC=CC=2)[C-]2C=CC=C2)=CC=1.C1C=CC(P(C2C=CC=CC=2)[C-]2C=CC=C2)=CC=1.Cl[Pd]Cl.[Fe+2]. The product is [F:11][C:10]1[CH:9]=[C:8]2[C:4]([CH:5]=[N:6][N:7]2[CH:12]2[CH2:17][CH2:16][CH2:15][CH2:14][O:13]2)=[CH:3][C:2]=1[B:21]1[O:22][C:23]([CH3:25])([CH3:24])[C:19]([CH3:35])([CH3:18])[O:20]1. The yield is 0.374. (6) The reactants are [F:1][C:2]1[CH:7]=[CH:6][C:5]([CH:8]2[C:16]3[C:11](=[CH:12][C:13]([CH2:17][OH:18])=[CH:14][CH:15]=3)[CH2:10][O:9]2)=[CH:4][CH:3]=1. The catalyst is COC(C)(C)C.[O-2].[O-2].[Mn+4]. The product is [F:1][C:2]1[CH:7]=[CH:6][C:5]([CH:8]2[C:16]3[C:11](=[CH:12][C:13]([CH:17]=[O:18])=[CH:14][CH:15]=3)[CH2:10][O:9]2)=[CH:4][CH:3]=1. The yield is 0.870. (7) The reactants are [SH:1][C:2]1[C:3]([C:12]#[N:13])=[CH:4][C:5]2[CH2:6][CH2:7][CH2:8][CH2:9][C:10]=2[CH:11]=1.Cl[CH2:15][C:16]([C:18]1[CH:23]=[CH:22][C:21]([Cl:24])=[CH:20][C:19]=1[Cl:25])=[O:17].[OH-].[K+].C(OCC)(=O)C. The catalyst is CN(C)C=O.O. The product is [NH2:13][C:12]1[C:3]2[CH:4]=[C:5]3[C:10]([CH2:9][CH2:8][CH2:7][CH2:6]3)=[CH:11][C:2]=2[S:1][C:15]=1[C:16]([C:18]1[CH:23]=[CH:22][C:21]([Cl:24])=[CH:20][C:19]=1[Cl:25])=[O:17]. The yield is 0.384.